Dataset: Full USPTO retrosynthesis dataset with 1.9M reactions from patents (1976-2016). Task: Predict the reactants needed to synthesize the given product. (1) Given the product [CH3:1][O:2][C:3]([C:4]1[CH:9]=[CH:8][C:7]2[C:13]([CH3:15])([CH2:14][C:25]3[CH:24]=[CH:23][C:32]4[C:27](=[CH:28][CH:29]=[CH:30][CH:31]=4)[CH:26]=3)[CH2:12][O:11][C:6]=2[CH:5]=1)=[O:16], predict the reactants needed to synthesize it. The reactants are: [CH3:1][O:2][C:3](=[O:16])[C:4]1[CH:9]=[CH:8][C:7](I)=[C:6]([O:11][CH2:12][C:13]([CH3:15])=[CH2:14])[CH:5]=1.C(=O)([O-])[O-].[K+].[K+].[CH:23]1[C:32]2[C:27](=[CH:28][CH:29]=[CH:30][CH:31]=2)[CH:26]=[CH:25][C:24]=1B(O)O. (2) Given the product [C:16]1([CH2:15][CH2:14][CH2:13][CH2:12][CH2:11][O:10][C:8](=[O:9])[NH:7][C@H:3]2[C:4](=[O:6])[O:5][C@@H:2]2[CH:22]([CH3:24])[CH3:23])[CH:21]=[CH:20][CH:19]=[CH:18][CH:17]=1, predict the reactants needed to synthesize it. The reactants are: O[C@H:2]([CH:22]([CH3:24])[CH3:23])[C@@H:3]([NH:7][C:8]([O:10][CH2:11][CH2:12][CH2:13][CH2:14][CH2:15][C:16]1[CH:21]=[CH:20][CH:19]=[CH:18][CH:17]=1)=[O:9])[C:4]([OH:6])=[O:5].O[C@@H](C(C)C)[C@@H](NC(OCCCCCC1C=CC=CC=1)=O)C(O)=O.CCN(CC)CC.CN(C(ON1N=NC2C=CC=CC1=2)=[N+](C)C)C.[B-](F)(F)(F)F. (3) Given the product [CH2:16]([O:18][CH2:2][C:3]1[O:7][N:6]=[C:5]([C:8]([OH:10])=[O:9])[CH:4]=1)[CH3:17], predict the reactants needed to synthesize it. The reactants are: Br[CH2:2][C:3]1[O:7][N:6]=[C:5]([C:8]([O:10]CC)=[O:9])[CH:4]=1.[OH-].[Na+].Cl.[CH2:16]([OH:18])[CH3:17]. (4) Given the product [C:3]([O:28][CH2:27][CH:26]([C:16]1[C:17]([CH3:25])=[CH:18][C:19]2[C:24](=[CH:23][CH:22]=[CH:21][CH:20]=2)[C:15]=1[Cl:14])[O:29][C:30]([CH3:36])([CH3:35])[C:31]([F:32])([F:33])[F:34])(=[O:4])[C:2]([CH3:7])([CH3:6])[CH3:1], predict the reactants needed to synthesize it. The reactants are: [CH3:1][C:2]([CH3:7])([CH3:6])[C:3](Cl)=[O:4].N1C=CC=CC=1.[Cl:14][C:15]1[C:24]2[C:19](=[CH:20][CH:21]=[CH:22][CH:23]=2)[CH:18]=[C:17]([CH3:25])[C:16]=1[CH:26]([O:29][C:30]([CH3:36])([CH3:35])[C:31]([F:34])([F:33])[F:32])[CH2:27][OH:28]. (5) Given the product [CH3:1][CH2:2][C@H:3]1[O:18][C:16](=[O:17])[C@H:15]([CH3:19])[C@@H:14]([O:20][C@@H:21]2[O:26][C@@H:25]([CH3:27])[C@H:24]([OH:28])[C@@:23]([O:30][CH3:31])([CH3:29])[CH2:22]2)[C@H:13]([CH3:32])[C@@H:12]([O:33][C@@H:34]2[O:39][C@H:38]([CH3:40])[CH2:37][C@H:36]([N:41]([CH3:43])[CH3:42])[C@H:35]2[OH:44])[C@@:11]([OH:46])([CH3:45])[CH2:10][C@@H:9]([CH3:47])[CH2:8][N:7]([CH3:48])[C@H:6]([CH3:49])[C@@H:5]([OH:50])[C@@:4]1([OH:52])[CH3:51].[CH2:37]1[CH2:38][O:39][CH2:34][CH2:36]1, predict the reactants needed to synthesize it. The reactants are: [CH3:1][CH2:2][C@H:3]1[O:18][C:16](=[O:17])[C@H:15]([CH3:19])[C@@H:14]([O:20][C@@H:21]2[O:26][C@@H:25]([CH3:27])[C@H:24]([OH:28])[C@@:23]([O:30][CH3:31])([CH3:29])[CH2:22]2)[C@H:13]([CH3:32])[C@@H:12]([O:33][C@@H:34]2[O:39][C@H:38]([CH3:40])[CH2:37][C@H:36]([N:41]([CH3:43])[CH3:42])[C@H:35]2[OH:44])[C@@:11]([OH:46])([CH3:45])[CH2:10][C@@H:9]([CH3:47])[CH2:8][N:7]([CH3:48])[C@H:6]([CH3:49])[C@@H:5]([OH:50])[C@@:4]1([OH:52])[CH3:51].O. (6) Given the product [C:19]([O:23][C:24](=[O:47])[N:25]([CH2:30][C:31]1[CH:36]=[CH:35][C:34]([Cl:37])=[C:33]([CH2:38][OH:39])[CH:32]=1)[CH2:26][CH:27]([F:29])[F:28])([CH3:22])([CH3:20])[CH3:21], predict the reactants needed to synthesize it. The reactants are: CCCC[N+](CCCC)(CCCC)CCCC.[F-].[C:19]([O:23][C:24](=[O:47])[N:25]([CH2:30][C:31]1[CH:36]=[CH:35][C:34]([Cl:37])=[C:33]([C:38](C)(C)[O:39][SiH2]C(C)(C)C)[CH:32]=1)[CH2:26][CH:27]([F:29])[F:28])([CH3:22])([CH3:21])[CH3:20]. (7) Given the product [Cl:26][C:7]1[C:8]([C:12]([NH:14][CH2:15][C:16]23[CH2:17][CH:18]4[CH2:24][CH:22]([CH2:21][CH:20]([CH2:19]4)[CH2:25]2)[CH2:23]3)=[O:13])=[C:9]2[C:4](=[CH:5][CH:6]=1)[N:3]=[C:2]([N:42]1[CH2:41][CH2:40][C:39]([C:33]3[CH:34]=[CH:35][CH:36]=[CH:37][CH:38]=3)([C:45]([OH:47])=[O:46])[CH2:44][CH2:43]1)[CH:11]=[CH:10]2, predict the reactants needed to synthesize it. The reactants are: Cl[C:2]1[CH:11]=[CH:10][C:9]2[C:8]([C:12]([NH:14][CH2:15][C:16]34[CH2:25][CH:20]5[CH2:21][CH:22]([CH2:24][CH:18]([CH2:19]5)[CH2:17]3)[CH2:23]4)=[O:13])=[C:7]([Cl:26])[CH:6]=[CH:5][C:4]=2[N:3]=1.C(=O)([O-])[O-].[K+].[K+].[C:33]1([C:39]2([C:45]([OH:47])=[O:46])[CH2:44][CH2:43][NH:42][CH2:41][CH2:40]2)[CH:38]=[CH:37][CH:36]=[CH:35][CH:34]=1.CC1C=CC(S(O)(=O)=O)=CC=1.